This data is from NCI-60 drug combinations with 297,098 pairs across 59 cell lines. The task is: Regression. Given two drug SMILES strings and cell line genomic features, predict the synergy score measuring deviation from expected non-interaction effect. (1) Drug 1: C1=CC(=CC=C1CCC2=CNC3=C2C(=O)NC(=N3)N)C(=O)NC(CCC(=O)O)C(=O)O. Drug 2: B(C(CC(C)C)NC(=O)C(CC1=CC=CC=C1)NC(=O)C2=NC=CN=C2)(O)O. Cell line: SW-620. Synergy scores: CSS=14.5, Synergy_ZIP=-3.65, Synergy_Bliss=-7.11, Synergy_Loewe=-6.04, Synergy_HSA=-4.30. (2) Drug 1: CC(C1=C(C=CC(=C1Cl)F)Cl)OC2=C(N=CC(=C2)C3=CN(N=C3)C4CCNCC4)N. Drug 2: N.N.Cl[Pt+2]Cl. Cell line: K-562. Synergy scores: CSS=33.7, Synergy_ZIP=-0.865, Synergy_Bliss=0.238, Synergy_Loewe=-3.29, Synergy_HSA=0.697. (3) Drug 1: CCC(=C(C1=CC=CC=C1)C2=CC=C(C=C2)OCCN(C)C)C3=CC=CC=C3.C(C(=O)O)C(CC(=O)O)(C(=O)O)O. Drug 2: C1=CC=C(C(=C1)C(C2=CC=C(C=C2)Cl)C(Cl)Cl)Cl. Cell line: NCIH23. Synergy scores: CSS=-2.42, Synergy_ZIP=1.38, Synergy_Bliss=0.632, Synergy_Loewe=-1.69, Synergy_HSA=-1.74. (4) Drug 1: CC1=C2C(C(=O)C3(C(CC4C(C3C(C(C2(C)C)(CC1OC(=O)C(C(C5=CC=CC=C5)NC(=O)C6=CC=CC=C6)O)O)OC(=O)C7=CC=CC=C7)(CO4)OC(=O)C)O)C)OC(=O)C. Drug 2: CS(=O)(=O)CCNCC1=CC=C(O1)C2=CC3=C(C=C2)N=CN=C3NC4=CC(=C(C=C4)OCC5=CC(=CC=C5)F)Cl. Cell line: SF-539. Synergy scores: CSS=51.0, Synergy_ZIP=14.7, Synergy_Bliss=10.5, Synergy_Loewe=-32.5, Synergy_HSA=11.6. (5) Drug 1: C1CCN(CC1)CCOC2=CC=C(C=C2)C(=O)C3=C(SC4=C3C=CC(=C4)O)C5=CC=C(C=C5)O. Drug 2: C1=CN(C(=O)N=C1N)C2C(C(C(O2)CO)O)O.Cl. Cell line: IGROV1. Synergy scores: CSS=7.88, Synergy_ZIP=-0.639, Synergy_Bliss=2.03, Synergy_Loewe=-3.91, Synergy_HSA=-0.173. (6) Drug 1: C1=CC(=CC=C1CC(C(=O)O)N)N(CCCl)CCCl.Cl. Drug 2: CC1=C(C=C(C=C1)NC(=O)C2=CC=C(C=C2)CN3CCN(CC3)C)NC4=NC=CC(=N4)C5=CN=CC=C5. Cell line: A549. Synergy scores: CSS=17.4, Synergy_ZIP=-5.65, Synergy_Bliss=1.54, Synergy_Loewe=-10.8, Synergy_HSA=-1.22. (7) Drug 1: C1=CC(=CC=C1CCC2=CNC3=C2C(=O)NC(=N3)N)C(=O)NC(CCC(=O)O)C(=O)O. Drug 2: CNC(=O)C1=NC=CC(=C1)OC2=CC=C(C=C2)NC(=O)NC3=CC(=C(C=C3)Cl)C(F)(F)F. Cell line: MCF7. Synergy scores: CSS=37.0, Synergy_ZIP=-2.86, Synergy_Bliss=-2.03, Synergy_Loewe=1.91, Synergy_HSA=3.43.